Dataset: Peptide-MHC class II binding affinity with 134,281 pairs from IEDB. Task: Regression. Given a peptide amino acid sequence and an MHC pseudo amino acid sequence, predict their binding affinity value. This is MHC class II binding data. (1) The binding affinity (normalized) is 0.0314. The peptide sequence is VMAYVGIKLGDKG. The MHC is HLA-DQA10501-DQB10301 with pseudo-sequence HLA-DQA10501-DQB10301. (2) The peptide sequence is LSSKFNKFVSPKSVS. The MHC is DRB1_0101 with pseudo-sequence DRB1_0101. The binding affinity (normalized) is 1.00. (3) The peptide sequence is MLLRKYGIAAENVID. The MHC is DRB1_1302 with pseudo-sequence DRB1_1302. The binding affinity (normalized) is 0.208. (4) The peptide sequence is GGRLAFQEFMIVPSG. The MHC is DRB1_1501 with pseudo-sequence DRB1_1501. The binding affinity (normalized) is 0.244. (5) The peptide sequence is DCLIDIETALRTLIL. The MHC is DRB1_0101 with pseudo-sequence DRB1_0101. The binding affinity (normalized) is 0.631. (6) The peptide sequence is LQDLELSWNLNGLQAY. The MHC is DRB1_1302 with pseudo-sequence DRB1_1302. The binding affinity (normalized) is 0.573.